This data is from Drug-target binding data from BindingDB using IC50 measurements. The task is: Regression. Given a target protein amino acid sequence and a drug SMILES string, predict the binding affinity score between them. We predict pIC50 (pIC50 = -log10(IC50 in M); higher means more potent). Dataset: bindingdb_ic50. The small molecule is O=C(CCCn1cc(CN(CC(=O)N(Cc2ccc(C3CCCCC3)cc2)c2ccc(C(=O)O)c(O)c2)S(=O)(=O)c2cccc3cccnc23)nn1)Nc1ccc(C(=O)O)c(O)c1. The target protein (Q13332) has sequence MAPTWGPGMVSVVGPMGLLVVLLVGGCAAEEPPRFIKEPKDQIGVSGGVASFVCQATGDPKPRVTWNKKGKKVNSQRFETIEFDESAGAVLRIQPLRTPRDENVYECVAQNSVGEITVHAKLTVLREDQLPSGFPNIDMGPQLKVVERTRTATMLCAASGNPDPEITWFKDFLPVDPSASNGRIKQLRSETFESTPIRGALQIESSEETDQGKYECVATNSAGVRYSSPANLYVRELREVRRVAPRFSILPMSHEIMPGGNVNITCVAVGSPMPYVKWMQGAEDLTPEDDMPVGRNVLELTDVKDSANYTCVAMSSLGVIEAVAQITVKSLPKAPGTPMVTENTATSITITWDSGNPDPVSYYVIEYKSKSQDGPYQIKEDITTTRYSIGGLSPNSEYEIWVSAVNSIGQGPPSESVVTRTGEQAPASAPRNVQARMLSATTMIVQWEEPVEPNGLIRGYRVYYTMEPEHPVGNWQKHNVDDSLLTTVGSLLEDETYTVR.... The pIC50 is 5.1.